This data is from Full USPTO retrosynthesis dataset with 1.9M reactions from patents (1976-2016). The task is: Predict the reactants needed to synthesize the given product. (1) Given the product [Br:3][C:4]1[CH:9]=[C:8]([O:10][CH3:11])[CH:7]=[CH:6][C:5]=1[CH2:12][C:5]([CH3:12])([CH3:6])[CH:4]=[O:1], predict the reactants needed to synthesize it. The reactants are: [OH-:1].[Na+].[Br:3][C:4]1[CH:9]=[C:8]([O:10][CH3:11])[CH:7]=[CH:6][C:5]=1[CH2:12]Cl. (2) Given the product [CH3:1][O:2][C:3]1[CH:17]=[C:16]([C:18]([F:21])([F:20])[F:19])[CH:15]=[C:14]([S:22][CH3:23])[C:4]=1[C:5]([NH:7][CH:8]1[CH2:12][CH2:11][CH2:10][CH:9]1[N:24]1[CH2:28][CH2:27][CH2:26][CH2:25]1)=[O:6], predict the reactants needed to synthesize it. The reactants are: [CH3:1][O:2][C:3]1[CH:17]=[C:16]([C:18]([F:21])([F:20])[F:19])[CH:15]=[C:14]([S:22][CH3:23])[C:4]=1[C:5]([NH:7][CH:8]1[CH2:12][CH2:11][CH2:10][C:9]1=O)=[O:6].[NH:24]1[CH2:28][CH2:27][CH2:26][CH2:25]1. (3) Given the product [Br:16][C:13]([C:10]1[CH:9]=[CH:8][C:7]([C:5](=[O:6])[CH2:4][CH2:3][CH2:2][Cl:1])=[CH:12][CH:11]=1)([CH3:15])[CH3:14], predict the reactants needed to synthesize it. The reactants are: [Cl:1][CH2:2][CH2:3][CH2:4][C:5]([C:7]1[CH:12]=[CH:11][C:10]([CH:13]([CH3:15])[CH3:14])=[CH:9][CH:8]=1)=[O:6].[Br:16]([O-])(=O)=O.[Na+].[Br-].[Na+]. (4) The reactants are: [CH3:1][O:2][CH:3]1[O:9][C@H:8]([CH2:10][Cl:11])[C@@H:6]([OH:7])[C@H:4]1[OH:5].[C:12]([O-:15])(=O)[CH3:13].[Na+].[C:17](OC(=O)C)(=[O:19])[CH3:18].C(O)(=O)C. Given the product [CH3:1][O:2][CH:3]1[O:9][C@H:8]([CH2:10][Cl:11])[C@@H:6]([O:7][C:12](=[O:15])[CH3:13])[C@H:4]1[O:5][C:17](=[O:19])[CH3:18], predict the reactants needed to synthesize it. (5) Given the product [CH2:4]([O:5][C:6](=[O:7])[CH:8]=[CH:9][CH:10]=[CH:22][C:21]1[CH:24]=[CH:25][C:26]([Cl:28])=[CH:27][C:20]=1[Cl:19])[CH3:3], predict the reactants needed to synthesize it. The reactants are: [H-].[Na+].[CH3:3][CH2:4][O:5][C:6](/[CH:8]=[CH:9]/[CH2:10]P(OCC)(OCC)=O)=[O:7].[Cl:19][C:20]1[CH:27]=[C:26]([Cl:28])[CH:25]=[CH:24][C:21]=1[CH:22]=O. (6) Given the product [Cl:1][C:2]1[CH:3]=[C:4]([C:10]2[C:14]([C:15]([N:54]3[CH:50]([CH3:49])[CH2:51][C:52]([C:56]4[CH:61]=[CH:60][CH:59]=[CH:58][C:57]=4[CH3:62])([OH:55])[CH2:53]3)=[O:17])=[CH:13][O:12][N:11]=2)[CH:5]=[CH:6][C:7]=1[O:8][CH3:9], predict the reactants needed to synthesize it. The reactants are: [Cl:1][C:2]1[CH:3]=[C:4]([C:10]2[C:14]([C:15]([OH:17])=O)=[CH:13][O:12][N:11]=2)[CH:5]=[CH:6][C:7]=1[O:8][CH3:9].C(N(C(C)C)C(C)C)C.CN(C(ON1N=NC2C=CC=CC1=2)=[N+](C)C)C.[B-](F)(F)(F)F.[CH3:49][CH:50]1[NH:54][CH2:53][C:52]([C:56]2[CH:61]=[CH:60][CH:59]=[CH:58][C:57]=2[CH3:62])([OH:55])[CH2:51]1. (7) Given the product [C:7]1([C:14]2[CH:15]=[CH:16][CH:17]=[CH:18][CH:19]=2)[CH:12]=[CH:11][CH:10]=[CH:9][C:8]=1[NH:13][C:21]1[CH:33]=[CH:32][C:31]2[C:30]3[C:25](=[CH:26][CH:27]=[CH:28][CH:29]=3)[C:24]([CH3:35])([CH3:34])[C:23]=2[CH:22]=1, predict the reactants needed to synthesize it. The reactants are: CC(C)([O-])C.[Na+].[C:7]1([C:14]2[CH:19]=[CH:18][CH:17]=[CH:16][CH:15]=2)[CH:12]=[CH:11][CH:10]=[CH:9][C:8]=1[NH2:13].Br[C:21]1[CH:33]=[CH:32][C:31]2[C:30]3[C:25](=[CH:26][CH:27]=[CH:28][CH:29]=3)[C:24]([CH3:35])([CH3:34])[C:23]=2[CH:22]=1. (8) Given the product [Cl:15][C:16]1[CH:17]=[CH:18][C:19]2[N:25]3[CH:26]=[CH:27][CH:28]=[C:24]3[CH:23]([CH2:29][CH:30]([OH:31])[CH2:2][C:1]([O:4][CH2:5][CH3:6])=[O:3])[O:22][CH:21]([C:32]3[CH:37]=[CH:36][CH:35]=[C:34]([O:38][CH3:39])[C:33]=3[O:40][CH3:41])[C:20]=2[CH:42]=1, predict the reactants needed to synthesize it. The reactants are: [C:1]([O:4][CH2:5][CH3:6])(=[O:3])[CH3:2].C([N-]C(C)C)(C)C.[Li+].[Cl:15][C:16]1[CH:17]=[CH:18][C:19]2[N:25]3[CH:26]=[CH:27][CH:28]=[C:24]3[CH:23]([CH2:29][CH:30]=[O:31])[O:22][CH:21]([C:32]3[CH:37]=[CH:36][CH:35]=[C:34]([O:38][CH3:39])[C:33]=3[O:40][CH3:41])[C:20]=2[CH:42]=1.[Cl-].[NH4+]. (9) The reactants are: Br[C:2]1[CH:3]=[C:4]2[C:9](=[CH:10][CH:11]=1)[N:8]=[C:7]([C:12]([O:14][CH2:15][CH3:16])=[O:13])[CH:6]=[C:5]2[CH3:17].[Cl:18][C:19]1[CH:24]=[CH:23][CH:22]=[C:21]([Cl:25])[C:20]=1[C:26]1[C:30]([CH2:31][O:32][C:33]2[CH:38]=[CH:37][C:36](B3OC(C)(C)C(C)(C)O3)=[CH:35][CH:34]=2)=[C:29]([CH:48]([CH3:50])[CH3:49])[O:28][N:27]=1.C1(P(C2C=CC=CC=2)C2C=CC=CC=2)C=CC=CC=1.P([O-])([O-])([O-])=O.[K+].[K+].[K+]. Given the product [Cl:25][C:21]1[CH:22]=[CH:23][CH:24]=[C:19]([Cl:18])[C:20]=1[C:26]1[C:30]([CH2:31][O:32][C:33]2[CH:34]=[CH:35][C:36]([C:2]3[CH:3]=[C:4]4[C:9](=[CH:10][CH:11]=3)[N:8]=[C:7]([C:12]([O:14][CH2:15][CH3:16])=[O:13])[CH:6]=[C:5]4[CH3:17])=[CH:37][CH:38]=2)=[C:29]([CH:48]([CH3:50])[CH3:49])[O:28][N:27]=1, predict the reactants needed to synthesize it. (10) Given the product [NH2:1][C:4]1[CH:9]=[C:8]([O:10][CH2:11][C:12]2[CH:21]=[CH:20][C:19]3[C:14](=[CH:15][CH:16]=[CH:17][CH:18]=3)[N:13]=2)[CH:7]=[CH:6][C:5]=1[NH:22][CH2:23][C:24]1[CH:25]=[CH:26][C:27]([C:28]#[N:29])=[CH:30][CH:31]=1, predict the reactants needed to synthesize it. The reactants are: [N+:1]([C:4]1[CH:9]=[C:8]([O:10][CH2:11][C:12]2[CH:21]=[CH:20][C:19]3[C:14](=[CH:15][CH:16]=[CH:17][CH:18]=3)[N:13]=2)[CH:7]=[CH:6][C:5]=1[NH:22][CH2:23][C:24]1[CH:31]=[CH:30][C:27]([C:28]#[N:29])=[CH:26][CH:25]=1)([O-])=O.O.O.Cl[Sn]Cl.C([O-])([O-])=O.[Na+].[Na+].